This data is from Forward reaction prediction with 1.9M reactions from USPTO patents (1976-2016). The task is: Predict the product of the given reaction. (1) Given the reactants [C:1]([O:5][C:6]([NH:8][C:9]([CH3:29])([CH3:28])[CH2:10][C:11]1[C:19]2[C:14](=[C:15](OS(C(F)(F)F)(=O)=O)[CH:16]=[CH:17][CH:18]=2)[NH:13][CH:12]=1)=[O:7])([CH3:4])([CH3:3])[CH3:2].C(N(CC)CC)C.[S:37]1[CH:41]=[CH:40][CH:39]=[C:38]1B(O)O, predict the reaction product. The product is: [C:1]([O:5][C:6](=[O:7])[NH:8][C:9]([CH3:29])([CH3:28])[CH2:10][C:11]1[C:19]2[C:14](=[C:15]([C:38]3[S:37][CH:41]=[CH:40][CH:39]=3)[CH:16]=[CH:17][CH:18]=2)[NH:13][CH:12]=1)([CH3:2])([CH3:4])[CH3:3]. (2) Given the reactants Cl[C:2]1[CH:11]=[CH:10][C:9]2[C:4](=[C:5]([C:12]3[NH:20][C:19]4[CH2:18][CH2:17][NH:16][C:15](=[O:21])[C:14]=4[CH:13]=3)[CH:6]=[CH:7][CH:8]=2)[N:3]=1.[F:22][C:23]1[CH:28]=[CH:27][CH:26]=[C:25]([F:29])[C:24]=1[OH:30], predict the reaction product. The product is: [F:22][C:23]1[CH:28]=[CH:27][CH:26]=[C:25]([F:29])[C:24]=1[O:30][C:2]1[CH:11]=[CH:10][C:9]2[C:4](=[C:5]([C:12]3[NH:20][C:19]4[CH2:18][CH2:17][NH:16][C:15](=[O:21])[C:14]=4[CH:13]=3)[CH:6]=[CH:7][CH:8]=2)[N:3]=1. (3) Given the reactants C([Li])CCC.Br[C:7]1[CH:8]=[C:9]2[C:13](=[CH:14][CH:15]=1)[NH:12][N:11]=[CH:10]2.CN([CH:19]=[O:20])C, predict the reaction product. The product is: [NH:12]1[C:13]2[C:9](=[CH:8][C:7]([CH:19]=[O:20])=[CH:15][CH:14]=2)[CH:10]=[N:11]1.